Dataset: Forward reaction prediction with 1.9M reactions from USPTO patents (1976-2016). Task: Predict the product of the given reaction. (1) Given the reactants Cl.[CH3:2][O:3][C:4](=[O:30])[C@@H:5]([NH:8][C:9]([C:11]1[C:12]([CH3:29])=[N:13][C:14]([NH:18][CH2:19][CH2:20][CH2:21][C:22]2[CH:27]=[CH:26][CH:25]=[C:24]([OH:28])[CH:23]=2)=[N:15][C:16]=1[CH3:17])=[O:10])[CH2:6][NH2:7].CCN(C(C)C)C(C)C.O=C1CCC(=O)N1[O:47][C:48](=O)[C:49]1[CH:54]=[C:53]([OH:55])[CH:52]=[C:51]([O:56][CH2:57][CH2:58][CH2:59][NH:60][C:61]([O:63][C:64]([CH3:67])([CH3:66])[CH3:65])=[O:62])[CH:50]=1, predict the reaction product. The product is: [CH3:2][O:3][C:4](=[O:30])[C@@H:5]([NH:8][C:9]([C:11]1[C:12]([CH3:29])=[N:13][C:14]([NH:18][CH2:19][CH2:20][CH2:21][C:22]2[CH:27]=[CH:26][CH:25]=[C:24]([OH:28])[CH:23]=2)=[N:15][C:16]=1[CH3:17])=[O:10])[CH2:6][NH:7][C:48](=[O:47])[C:49]1[CH:54]=[C:53]([OH:55])[CH:52]=[C:51]([O:56][CH2:57][CH2:58][CH2:59][NH:60][C:61]([O:63][C:64]([CH3:66])([CH3:65])[CH3:67])=[O:62])[CH:50]=1. (2) Given the reactants [CH2:1]([NH2:3])[CH3:2].[CH3:4][CH2:5][NH:6][C:7]([C@H:9]1[O:13][C@@H:12]([N:14]2[C:18]3[N:19]=[C:20]([C:24]#[C:25][CH2:26][CH:27]4[CH2:32][CH2:31][CH:30]([C:33](OC)=[O:34])[CH2:29][CH2:28]4)[N:21]=[C:22]([NH2:23])[C:17]=3[N:16]=[CH:15]2)[C@H:11]([OH:37])[C@@H:10]1[OH:38])=[O:8], predict the reaction product. The product is: [CH2:5]([NH:6][C:7]([CH:9]1[CH:10]([OH:38])[CH:11]([OH:37])[CH:12]([N:14]2[CH:15]=[N:16][C:17]3[C:18]2=[N:19][C:20]([C:24]#[C:25][CH2:26][CH:27]2[CH2:32][CH2:31][CH:30]([C:33](=[O:34])[NH:3][CH2:1][CH3:2])[CH2:29][CH2:28]2)=[N:21][C:22]=3[NH2:23])[O:13]1)=[O:8])[CH3:4]. (3) Given the reactants Br[C:2]1[CH:7]=[CH:6][C:5]([NH:8][C:9]2[C:13]3[CH2:14][N:15]([C:18](=[O:20])[CH3:19])[CH2:16][CH2:17][C:12]=3[N:11]([CH2:21][CH:22]3[CH2:24][CH2:23]3)[N:10]=2)=[CH:4][CH:3]=1.C([Sn](CCCC)(CCCC)[C:30]1[CH:35]=[CH:34][CH:33]=[CH:32][N:31]=1)CCC, predict the reaction product. The product is: [CH:22]1([CH2:21][N:11]2[C:12]3[CH2:17][CH2:16][N:15]([C:18](=[O:20])[CH3:19])[CH2:14][C:13]=3[C:9]([NH:8][C:5]3[CH:6]=[CH:7][C:2]([C:30]4[CH:35]=[CH:34][CH:33]=[CH:32][N:31]=4)=[CH:3][CH:4]=3)=[N:10]2)[CH2:24][CH2:23]1. (4) Given the reactants COCCOC.Br[C:8]1[C:9]([C:14]([O:16][CH2:17][CH3:18])=[O:15])=[N:10][CH:11]=[CH:12][CH:13]=1.[C:19]([O:23][C:24]([NH:26][CH2:27][C:28]1[CH:33]=[CH:32][CH:31]=[CH:30][C:29]=1B(O)O)=[O:25])([CH3:22])([CH3:21])[CH3:20].C(=O)([O-])[O-].[Na+].[Na+], predict the reaction product. The product is: [C:19]([O:23][C:24]([NH:26][CH2:27][C:28]1[CH:33]=[CH:32][CH:31]=[CH:30][C:29]=1[C:8]1[C:9]([C:14]([O:16][CH2:17][CH3:18])=[O:15])=[N:10][CH:11]=[CH:12][CH:13]=1)=[O:25])([CH3:22])([CH3:20])[CH3:21].